This data is from Full USPTO retrosynthesis dataset with 1.9M reactions from patents (1976-2016). The task is: Predict the reactants needed to synthesize the given product. Given the product [Br:17][C:16]1[C:4]([O:3][CH3:2])=[CH:5][C:6]2[NH:7][C:8]3[C:13]([C:14]=2[CH:15]=1)=[CH:12][CH:11]=[CH:10][CH:9]=3, predict the reactants needed to synthesize it. The reactants are: [Al].[CH3:2][O:3][C:4]1[CH:16]=[CH:15][C:14]2[C:13]3[C:8](=[CH:9][CH:10]=[CH:11][CH:12]=3)[NH:7][C:6]=2[CH:5]=1.[Br:17]N1C(=O)CCC1=O.